This data is from Full USPTO retrosynthesis dataset with 1.9M reactions from patents (1976-2016). The task is: Predict the reactants needed to synthesize the given product. (1) Given the product [F:24][C:2]([F:1])([F:23])[CH:3]([C:14]1[CH:15]=[C:16]([Cl:22])[C:17]([Cl:21])=[C:18]([Cl:20])[CH:19]=1)/[CH:4]=[CH:5]/[C:6]1[CH:11]=[CH:10][C:9]([O:12][NH:13][C:59]([CH:56]2[CH2:58][CH2:57]2)=[O:60])=[CH:8][CH:7]=1, predict the reactants needed to synthesize it. The reactants are: [F:1][C:2]([F:24])([F:23])[CH:3]([C:14]1[CH:19]=[C:18]([Cl:20])[C:17]([Cl:21])=[C:16]([Cl:22])[CH:15]=1)/[CH:4]=[CH:5]/[C:6]1[CH:11]=[CH:10][C:9]([O:12][NH2:13])=[CH:8][CH:7]=1.CCN=C=NCCCN(C)C.Cl.C1C=CC2N(O)N=NC=2C=1.CCN(C(C)C)C(C)C.[CH:56]1([C:59](O)=[O:60])[CH2:58][CH2:57]1. (2) Given the product [O:1]1[CH:5]=[CH:4][CH:3]=[C:2]1[C:6]1[CH:12]=[C:11]([O:13][CH3:14])[CH:10]=[CH:9][C:7]=1[NH:8][C:16](=[O:17])[O:18][C:19]1[CH:24]=[CH:23][CH:22]=[CH:21][CH:20]=1, predict the reactants needed to synthesize it. The reactants are: [O:1]1[CH:5]=[CH:4][CH:3]=[C:2]1[C:6]1[CH:12]=[C:11]([O:13][CH3:14])[CH:10]=[CH:9][C:7]=1[NH2:8].Cl[C:16]([O:18][C:19]1[CH:24]=[CH:23][CH:22]=[CH:21][CH:20]=1)=[O:17].N1C=CC=CC=1. (3) Given the product [F:22][CH:2]([F:1])[CH2:3][O:4][C@H:5]1[CH2:9][NH:8][CH:7]([CH2:20][OH:21])[CH2:6]1, predict the reactants needed to synthesize it. The reactants are: [F:1][CH:2]([F:22])[CH2:3][O:4][C@H:5]1[CH2:9][N:8](C(OCC2C=CC=CC=2)=O)[CH:7]([CH2:20][OH:21])[CH2:6]1.[H][H]. (4) Given the product [C:3]([CH2:2][N:15]([CH:12]1[CH2:13][CH2:14][N:9]([CH:6]([CH3:8])[CH3:7])[CH2:10][CH2:11]1)[S:16]([CH2:19][CH2:20][NH:21][C:22]([C:24]1[S:25][C:26]([Cl:29])=[CH:27][CH:28]=1)=[O:23])(=[O:17])=[O:18])(=[O:4])[NH2:5], predict the reactants needed to synthesize it. The reactants are: Cl[CH2:2][C:3]([NH2:5])=[O:4].[CH:6]([N:9]1[CH2:14][CH2:13][CH:12]([NH:15][S:16]([CH2:19][CH2:20][NH:21][C:22]([C:24]2[S:25][C:26]([Cl:29])=[CH:27][CH:28]=2)=[O:23])(=[O:18])=[O:17])[CH2:11][CH2:10]1)([CH3:8])[CH3:7]. (5) Given the product [Si:23]([O:30][CH2:31][CH2:32][CH2:33][O:34][C:35]1[CH:40]=[CH:39][C:38](/[C:41](/[C:49]2[CH:54]=[CH:53][C:52]([CH:55]3[CH2:57][CH2:56]3)=[C:51]([O:58][CH3:59])[N:50]=2)=[CH:42]\[C@H:43]2[CH2:44][CH2:45][C:46](=[O:48])[N:47]2[C:16]([O:18][C:19]([CH3:20])([CH3:21])[CH3:22])=[O:17])=[CH:37][CH:36]=1)([C:26]([CH3:29])([CH3:28])[CH3:27])([CH3:25])[CH3:24], predict the reactants needed to synthesize it. The reactants are: C(N(CC)CC)C.[C:16](O[C:16]([O:18][C:19]([CH3:22])([CH3:21])[CH3:20])=[O:17])([O:18][C:19]([CH3:22])([CH3:21])[CH3:20])=[O:17].[Si:23]([O:30][CH2:31][CH2:32][CH2:33][O:34][C:35]1[CH:40]=[CH:39][C:38](/[C:41](/[C:49]2[CH:54]=[CH:53][C:52]([CH:55]3[CH2:57][CH2:56]3)=[C:51]([O:58][CH3:59])[N:50]=2)=[CH:42]\[C@@H:43]2[NH:47][C:46](=[O:48])[CH2:45][CH2:44]2)=[CH:37][CH:36]=1)([C:26]([CH3:29])([CH3:28])[CH3:27])([CH3:25])[CH3:24].O. (6) Given the product [C:36]([C:2]1[CH:3]=[C:4]([CH:18]=[C:19]([O:21][C:22]2[C:27]([C:28]3[CH:33]=[CH:32][N:31]=[C:30]([NH:34][CH3:35])[N:29]=3)=[CH:26][CH:25]=[CH:24][N:23]=2)[CH:20]=1)[C:5]([NH:7][C:8]1[CH:13]=[CH:12][CH:11]=[C:10]([C:14]([F:16])([F:15])[F:17])[CH:9]=1)=[O:6])#[CH:37], predict the reactants needed to synthesize it. The reactants are: Br[C:2]1[CH:3]=[C:4]([CH:18]=[C:19]([O:21][C:22]2[C:27]([C:28]3[CH:33]=[CH:32][N:31]=[C:30]([NH:34][CH3:35])[N:29]=3)=[CH:26][CH:25]=[CH:24][N:23]=2)[CH:20]=1)[C:5]([NH:7][C:8]1[CH:13]=[CH:12][CH:11]=[C:10]([C:14]([F:17])([F:16])[F:15])[CH:9]=1)=[O:6].[C:36](#N)[CH3:37].C[Si](C#C)(C)C. (7) The reactants are: [NH2:1][CH:2]([CH2:12][C:13]1[CH:18]=[CH:17][C:16]([C:19]([F:22])([F:21])[F:20])=[CH:15][CH:14]=1)[CH:3]([C:5]1[CH:10]=[CH:9][C:8]([F:11])=[CH:7][CH:6]=1)[OH:4].[F:23][CH:24]([F:38])[C:25]1[C:34]2[C:29](=[CH:30][CH:31]=[CH:32][CH:33]=2)[C:28]([C:35](O)=[O:36])=[CH:27][CH:26]=1.Cl.C(N=C=NCCCN(C)C)C.ON1C2C=CC=CC=2N=N1. Given the product [F:23][CH:24]([F:38])[C:25]1[C:34]2[C:29](=[CH:30][CH:31]=[CH:32][CH:33]=2)[C:28]([C:35]([NH:1][C@@H:2]([CH2:12][C:13]2[CH:18]=[CH:17][C:16]([C:19]([F:22])([F:20])[F:21])=[CH:15][CH:14]=2)[C@@H:3]([C:5]2[CH:10]=[CH:9][C:8]([F:11])=[CH:7][CH:6]=2)[OH:4])=[O:36])=[CH:27][CH:26]=1, predict the reactants needed to synthesize it.